From a dataset of NCI-60 drug combinations with 297,098 pairs across 59 cell lines. Regression. Given two drug SMILES strings and cell line genomic features, predict the synergy score measuring deviation from expected non-interaction effect. (1) Drug 1: CCC1(CC2CC(C3=C(CCN(C2)C1)C4=CC=CC=C4N3)(C5=C(C=C6C(=C5)C78CCN9C7C(C=CC9)(C(C(C8N6C=O)(C(=O)OC)O)OC(=O)C)CC)OC)C(=O)OC)O.OS(=O)(=O)O. Drug 2: C#CCC(CC1=CN=C2C(=N1)C(=NC(=N2)N)N)C3=CC=C(C=C3)C(=O)NC(CCC(=O)O)C(=O)O. Cell line: COLO 205. Synergy scores: CSS=71.4, Synergy_ZIP=-0.0903, Synergy_Bliss=-3.44, Synergy_Loewe=-16.0, Synergy_HSA=-0.746. (2) Drug 1: CN(CC1=CN=C2C(=N1)C(=NC(=N2)N)N)C3=CC=C(C=C3)C(=O)NC(CCC(=O)O)C(=O)O. Drug 2: C1CC(=O)NC(=O)C1N2C(=O)C3=CC=CC=C3C2=O. Cell line: SNB-75. Synergy scores: CSS=2.05, Synergy_ZIP=-9.17, Synergy_Bliss=-4.41, Synergy_Loewe=-26.3, Synergy_HSA=-4.70. (3) Drug 1: CN(C)C1=NC(=NC(=N1)N(C)C)N(C)C. Drug 2: C1=CC(=CC=C1CCCC(=O)O)N(CCCl)CCCl. Cell line: NCI-H460. Synergy scores: CSS=22.4, Synergy_ZIP=0.372, Synergy_Bliss=1.19, Synergy_Loewe=-14.4, Synergy_HSA=-0.707. (4) Cell line: SF-268. Synergy scores: CSS=-4.86, Synergy_ZIP=2.19, Synergy_Bliss=3.40, Synergy_Loewe=-1.31, Synergy_HSA=-0.749. Drug 1: CC12CCC3C(C1CCC2O)C(CC4=C3C=CC(=C4)O)CCCCCCCCCS(=O)CCCC(C(F)(F)F)(F)F. Drug 2: COC1=C2C(=CC3=C1OC=C3)C=CC(=O)O2. (5) Drug 1: C1CC(=O)NC(=O)C1N2CC3=C(C2=O)C=CC=C3N. Drug 2: C(=O)(N)NO. Cell line: UACC-257. Synergy scores: CSS=-3.21, Synergy_ZIP=0.366, Synergy_Bliss=-3.84, Synergy_Loewe=-4.92, Synergy_HSA=-6.18. (6) Drug 1: CC1C(C(CC(O1)OC2CC(OC(C2O)C)OC3=CC4=CC5=C(C(=O)C(C(C5)C(C(=O)C(C(C)O)O)OC)OC6CC(C(C(O6)C)O)OC7CC(C(C(O7)C)O)OC8CC(C(C(O8)C)O)(C)O)C(=C4C(=C3C)O)O)O)O. Drug 2: CCCCCOC(=O)NC1=NC(=O)N(C=C1F)C2C(C(C(O2)C)O)O. Cell line: KM12. Synergy scores: CSS=27.7, Synergy_ZIP=4.14, Synergy_Bliss=6.60, Synergy_Loewe=-40.9, Synergy_HSA=1.90. (7) Drug 1: C1=CC(=C2C(=C1NCCNCCO)C(=O)C3=C(C=CC(=C3C2=O)O)O)NCCNCCO. Drug 2: CCCS(=O)(=O)NC1=C(C(=C(C=C1)F)C(=O)C2=CNC3=C2C=C(C=N3)C4=CC=C(C=C4)Cl)F. Cell line: SNB-75. Synergy scores: CSS=51.8, Synergy_ZIP=4.07, Synergy_Bliss=2.75, Synergy_Loewe=-42.1, Synergy_HSA=1.71.